Dataset: Reaction yield outcomes from USPTO patents with 853,638 reactions. Task: Predict the reaction yield, written as a fraction of the theoretical maximum amount of product (1.0 means a 100% yield; for example, 0.34 means a 34% yield). (1) The reactants are [C:1]([O:5][C:6]([NH:8][CH2:9][C:10]1([C:18](OCC=C)=O)[CH2:16][CH2:15][CH2:14][CH2:13][CH2:12][C:11]1=[O:17])=[O:7])([CH3:4])([CH3:3])[CH3:2].[CH3:24][CH2:25]OC(C)=O. No catalyst specified. The product is [CH2:18]([C@:10]1([CH2:9][NH:8][C:6](=[O:7])[O:5][C:1]([CH3:2])([CH3:3])[CH3:4])[CH2:16][CH2:15][CH2:14][CH2:13][CH2:12][C:11]1=[O:17])[CH:24]=[CH2:25]. The yield is 0.930. (2) The reactants are [CH:1](=O)[CH:2]([CH3:4])[CH3:3].[CH3:6][C:7]([S:10]([NH2:12])=[O:11])([CH3:9])[CH3:8]. The catalyst is C(Cl)Cl.[O-]S([O-])(=O)=O.[Cu+2]. The product is [CH3:6][C:7]([S:10](/[N:12]=[CH:1]/[CH:2]([CH3:4])[CH3:3])=[O:11])([CH3:9])[CH3:8]. The yield is 0.430. (3) The reactants are [OH:1][C:2]1[CH:3]=[C:4]([C:12]2[C:13]3[CH:22]=[CH:21][O:20][C:14]=3[C:15](=[O:19])[N:16]([CH3:18])[CH:17]=2)[CH:5]=[C:6]([S:8]([CH3:11])(=[O:10])=[O:9])[CH:7]=1.Br[CH2:24][C:25]1[CH:30]=[CH:29][CH:28]=[CH:27][C:26]=1[O:31][CH:32]([F:34])[F:33].C([O-])([O-])=O.[Cs+].[Cs+]. The catalyst is CN(C=O)C. The product is [F:33][CH:32]([F:34])[O:31][C:26]1[CH:27]=[CH:28][CH:29]=[CH:30][C:25]=1[CH2:24][O:1][C:2]1[CH:3]=[C:4]([C:12]2[C:13]3[CH:22]=[CH:21][O:20][C:14]=3[C:15](=[O:19])[N:16]([CH3:18])[CH:17]=2)[CH:5]=[C:6]([S:8]([CH3:11])(=[O:10])=[O:9])[CH:7]=1. The yield is 0.580.